This data is from Experimentally validated miRNA-target interactions with 360,000+ pairs, plus equal number of negative samples. The task is: Binary Classification. Given a miRNA mature sequence and a target amino acid sequence, predict their likelihood of interaction. The miRNA is hsa-miR-335-5p with sequence UCAAGAGCAAUAACGAAAAAUGU. The protein sequence of the target gene is MSTAIREVGVWRQTRTLLLKNYLIKCRTKKSSVQEILFPLFFLFWLILISMMHPNKKYEEVPNIELNPMDKFTLSNLILGYTPVTNITSSIMQKVSTDHLPDVIITEEYTNEKEMLTSSLSKPSNFVGVVFKDSMSYELRFFPDMIPVSSIYMDSRAGCSKSCEAAQYWSSGFTVLQASIDAAIIQLKTNVSLWKELESTKAVIMGETAVVEIDTFPRGVILIYLVIAFSPFGYFLAIHIVAEKEKKIKEFLKIMGLHDTAFWLSWVLLYTSLIFLMSLLMAVIATASLLFPQSSSIVIF.... Result: 1 (interaction).